The task is: Predict the reaction yield, written as a fraction of the theoretical maximum amount of product (1.0 means a 100% yield; for example, 0.34 means a 34% yield).. This data is from Reaction yield outcomes from USPTO patents with 853,638 reactions. (1) The reactants are CCOP(O)N(C(C)C)C(C)C.[CH:13]([O:16][C:17]1[CH:22]=[CH:21][CH:20]=[CH:19][C:18]=1[N:23]1[C:32](=[O:33])[C:31]2[C:26](=[CH:27][CH:28]=[CH:29][CH:30]=2)[N:25]=[C:24]1[CH2:34][N:35]1[CH2:40][CH2:39][NH:38][CH2:37][CH2:36]1)([CH3:15])[CH3:14].[Cl:41][C:42]1[CH:52]=[CH:51][C:45]([O:46][CH2:47][C:48](Cl)=[O:49])=[CH:44][CH:43]=1. The catalyst is CN(C1C=CN=CC=1)C. The product is [Cl:41][C:42]1[CH:52]=[CH:51][C:45]([O:46][CH2:47][C:48]([N:38]2[CH2:37][CH2:36][N:35]([CH2:34][C:24]3[N:23]([C:18]4[CH:19]=[CH:20][CH:21]=[CH:22][C:17]=4[O:16][CH:13]([CH3:15])[CH3:14])[C:32](=[O:33])[C:31]4[C:26](=[CH:27][CH:28]=[CH:29][CH:30]=4)[N:25]=3)[CH2:40][CH2:39]2)=[O:49])=[CH:44][CH:43]=1. The yield is 0.620. (2) The reactants are FC(F)(F)C(O)=O.[NH2:8][C@@H:9]([CH2:14][C:15]1[CH:20]=[CH:19][C:18]([CH:21]2[S:25](=[O:27])(=[O:26])[NH:24][C:23](=[O:28])[CH2:22]2)=[C:17]([Br:29])[CH:16]=1)[C:10]([O:12]C)=[O:11].C(N(CC)CC)C.Cl[C:38]([O:40][CH2:41][C:42]1[CH:47]=[CH:46][CH:45]=[CH:44][CH:43]=1)=[O:39].[OH-].[Li+]. The catalyst is CO. The product is [CH2:41]([O:40][C:38]([NH:8][C@@H:9]([CH2:14][C:15]1[CH:20]=[CH:19][C:18]([CH:21]2[S:25](=[O:27])(=[O:26])[NH:24][C:23](=[O:28])[CH2:22]2)=[C:17]([Br:29])[CH:16]=1)[C:10]([OH:12])=[O:11])=[O:39])[C:42]1[CH:47]=[CH:46][CH:45]=[CH:44][CH:43]=1. The yield is 0.810. (3) The reactants are [OH-].[Na+].[CH3:3][C@@H:4]1[CH2:9][O:8][CH2:7][CH2:6][N:5]1[C:10]1[CH:15]=[C:14]([C:16]2([S:19]([CH3:22])(=[NH:21])=[O:20])[CH2:18][CH2:17]2)[N:13]=[C:12]([C:23]2[CH:28]=[CH:27][N:26]=[C:25]3[N:29](S(C4C=CC(C)=CC=4)(=O)=O)[CH:30]=[CH:31][C:24]=23)[N:11]=1.O.Cl. The catalyst is COCCOC. The product is [CH3:3][C@@H:4]1[CH2:9][O:8][CH2:7][CH2:6][N:5]1[C:10]1[CH:15]=[C:14]([C:16]2([S:19]([CH3:22])(=[NH:21])=[O:20])[CH2:18][CH2:17]2)[N:13]=[C:12]([C:23]2[CH:28]=[CH:27][N:26]=[C:25]3[NH:29][CH:30]=[CH:31][C:24]=23)[N:11]=1. The yield is 0.520. (4) The reactants are CC(P(C(C)(C)C)[C:6]1[C:11]([C:12]2C=CC=[CH:14][CH:13]=2)=[CH:10][CH:9]=[CH:8][CH:7]=1)(C)C.[C:22]1([CH3:36])[CH:27]=[CH:26][C:25]([C:28]#[C:29][P:30](=[O:35])([OH:34])[O:31][CH2:32][CH3:33])=[CH:24][CH:23]=1.C(C1CCCCC1)C#C. The catalyst is [Au].ClC(Cl)C. The product is [CH2:32]([O:31][P:30]1(=[O:34])[CH:29]=[C:28]([C:25]2[CH:24]=[CH:23][C:22]([CH3:36])=[CH:27][CH:26]=2)[CH:14]=[C:13]([CH2:12][CH:11]2[CH2:6][CH2:7][CH2:8][CH2:9][CH2:10]2)[O:35]1)[CH3:33]. The yield is 0.640. (5) The reactants are [C:1]([C:4]1[CH:33]=[CH:32][C:7]([O:8][CH2:9][C:10]2[CH:15]=[CH:14][C:13]([CH:16]([O:25][CH:26]3[CH2:31][CH2:30][CH2:29][CH2:28][O:27]3)[C:17]3[CH:18]=[C:19]([CH:22]=[CH:23][CH:24]=3)[C:20]#[N:21])=[CH:12][CH:11]=2)=[C:6]([C:34]([F:37])([F:36])[F:35])[C:5]=1[OH:38])(=[O:3])[CH3:2].[N-:39]=[N+:40]=[N-:41].[Na+].Cl.C(N(CC)CC)C. No catalyst specified. The product is [OH:38][C:5]1[C:6]([C:34]([F:36])([F:35])[F:37])=[C:7]([O:8][CH2:9][C:10]2[CH:15]=[CH:14][C:13]([CH:16]([O:25][CH:26]3[CH2:31][CH2:30][CH2:29][CH2:28][O:27]3)[C:17]3[CH:24]=[CH:23][CH:22]=[C:19]([C:20]4[N:39]=[N:40][NH:41][N:21]=4)[CH:18]=3)=[CH:12][CH:11]=2)[CH:32]=[CH:33][C:4]=1[C:1](=[O:3])[CH3:2]. The yield is 0.960.